Dataset: TCR-epitope binding with 47,182 pairs between 192 epitopes and 23,139 TCRs. Task: Binary Classification. Given a T-cell receptor sequence (or CDR3 region) and an epitope sequence, predict whether binding occurs between them. (1) The TCR CDR3 sequence is CASSLGTGATEAFF. The epitope is GTSGSPIVNR. Result: 1 (the TCR binds to the epitope). (2) The epitope is CINGVCWTV. The TCR CDR3 sequence is CASSISGLGNEQFF. Result: 0 (the TCR does not bind to the epitope). (3) Result: 0 (the TCR does not bind to the epitope). The epitope is IQYIDIGNY. The TCR CDR3 sequence is CASSQMLTDPSYEQYF. (4) The epitope is LLQTGIHVRVSQPSL. The TCR CDR3 sequence is CASAQETQYF. Result: 1 (the TCR binds to the epitope). (5) The epitope is NEGVKAAW. The TCR CDR3 sequence is CASSPPGQQNSPLHF. Result: 0 (the TCR does not bind to the epitope).